This data is from hERG Central: cardiac toxicity at 1µM, 10µM, and general inhibition. The task is: Predict hERG channel inhibition at various concentrations. (1) The molecule is COc1cccc(OC)c1OCC(O)CN1CCN(c2ccc(F)cc2)CC1.Cl. Results: hERG_inhib (hERG inhibition (general)): blocker. (2) The compound is COc1ccccc1NC(=O)c1nnn(Cc2ccccc2)c1NC(=O)C(F)(F)F. Results: hERG_inhib (hERG inhibition (general)): blocker. (3) The compound is Cn1c(CCN2CCCCC2)nc2cc(NC(=O)C3CCCCC3)ccc21. Results: hERG_inhib (hERG inhibition (general)): blocker.